From a dataset of Catalyst prediction with 721,799 reactions and 888 catalyst types from USPTO. Predict which catalyst facilitates the given reaction. (1) The catalyst class is: 4. Product: [CH3:17][S:18]([C:21]1[CH:22]=[CH:23][C:24]([N:30]2[CH2:35][CH2:34][O:33][CH2:32][CH2:31]2)=[C:25]([C:26]([N:12]2[CH2:11][CH2:10][N:9]([C:6]3[CH:5]=[CH:4][C:3]([C:2]([F:1])([F:15])[F:16])=[CH:8][N:7]=3)[CH2:14][CH2:13]2)=[O:27])[CH:29]=1)(=[O:19])=[O:20]. Reactant: [F:1][C:2]([F:16])([F:15])[C:3]1[CH:4]=[CH:5][C:6]([N:9]2[CH2:14][CH2:13][NH:12][CH2:11][CH2:10]2)=[N:7][CH:8]=1.[CH3:17][S:18]([C:21]1[CH:22]=[CH:23][C:24]([N:30]2[CH2:35][CH2:34][O:33][CH2:32][CH2:31]2)=[C:25]([CH:29]=1)[C:26](O)=[O:27])(=[O:20])=[O:19].CCN=C=NCCCN(C)C. (2) Reactant: [OH:1][C:2]1[CH:3]=[C:4]([CH:14]=[C:15]([O:17][CH2:18][C:19]2[CH:24]=[CH:23][CH:22]=[CH:21][CH:20]=2)[CH:16]=1)[C:5]([NH:7][C:8]1[CH:12]=[CH:11][N:10]([CH3:13])[N:9]=1)=[O:6].CC1C=CC(S(O[C@@H:36]2[CH2:40][CH2:39][O:38][CH2:37]2)(=O)=O)=CC=1.C(=O)([O-])[O-].[K+].[K+]. Product: [CH3:13][N:10]1[CH:11]=[CH:12][C:8]([NH:7][C:5](=[O:6])[C:4]2[CH:3]=[C:2]([O:1][C@H:36]3[CH2:40][CH2:39][O:38][CH2:37]3)[CH:16]=[C:15]([O:17][CH2:18][C:19]3[CH:24]=[CH:23][CH:22]=[CH:21][CH:20]=3)[CH:14]=2)=[N:9]1. The catalyst class is: 10. (3) Reactant: [CH2:1]([CH:3]([CH2:7][CH3:8])[C:4]([OH:6])=O)[CH3:2].C1C=CC2N(O)N=NC=2C=1.C(Cl)CCl.Cl.[CH2:24]([O:26][C:27]([C@@H:29]1[CH2:33][CH2:32][CH2:31][NH:30]1)=[O:28])[CH3:25].CN1CCOCC1. The catalyst class is: 4. Product: [CH2:24]([O:26][C:27]([C@@H:29]1[CH2:33][CH2:32][CH2:31][N:30]1[C:4](=[O:6])[CH:3]([CH2:1][CH3:2])[CH2:7][CH3:8])=[O:28])[CH3:25].